This data is from Full USPTO retrosynthesis dataset with 1.9M reactions from patents (1976-2016). The task is: Predict the reactants needed to synthesize the given product. (1) Given the product [Cl:29][C:23]([CH:19]1[CH2:20][CH2:21][CH2:22][N:18]1[C:16]([O:15][CH2:14][CH:12]1[C:11]2[CH:10]=[CH:9][CH:8]=[CH:7][C:6]=2[C:5]2[C:13]1=[CH:1][CH:2]=[CH:3][CH:4]=2)=[O:17])=[O:25], predict the reactants needed to synthesize it. The reactants are: [CH:1]1[C:13]2[CH:12]([CH2:14][O:15][C:16]([N:18]3[CH2:22][CH2:21][CH2:20][CH:19]3[C:23]([OH:25])=O)=[O:17])[C:11]3[C:6](=[CH:7][CH:8]=[CH:9][CH:10]=3)[C:5]=2[CH:4]=[CH:3][CH:2]=1.C(Cl)(=O)C([Cl:29])=O. (2) Given the product [C:27]([N:31]([CH2:17][C:18]1[CH:26]=[CH:25][C:21]([C:22]([NH:13][CH2:12][C:11]2[CH:10]=[CH:9][C:8]([O:1][C:2]3[CH:3]=[CH:4][CH:5]=[CH:6][CH:7]=3)=[CH:15][CH:14]=2)=[O:23])=[CH:20][CH:19]=1)[C:32]1[CH:44]=[CH:43][C:35]([OH:36])=[C:34]([CH:33]=1)[C:39]([OH:40])=[O:38])(=[O:29])[CH3:28], predict the reactants needed to synthesize it. The reactants are: [O:1]([C:8]1[CH:15]=[CH:14][C:11]([CH2:12][NH2:13])=[CH:10][CH:9]=1)[C:2]1[CH:7]=[CH:6][CH:5]=[CH:4][CH:3]=1.Cl[CH2:17][C:18]1[CH:26]=[CH:25][C:21]([C:22](Cl)=[O:23])=[CH:20][CH:19]=1.[C:27](Cl)(=[O:29])[CH3:28].[NH2:31][C:32]1[CH:44]=[CH:43][C:35]2[O:36]C(C)(C)[O:38][C:39](=[O:40])[C:34]=2[CH:33]=1. (3) Given the product [Cl:1][C:2]1[N:3]=[C:4]([NH:18][C:15]2[CH:14]=[C:13]([CH:10]3[CH2:12][CH2:11]3)[NH:17][N:16]=2)[CH:5]=[C:6]([Cl:8])[N:7]=1, predict the reactants needed to synthesize it. The reactants are: [Cl:1][C:2]1[N:7]=[C:6]([Cl:8])[CH:5]=[C:4](Cl)[N:3]=1.[CH:10]1([C:13]2[NH:17][N:16]=[C:15]([NH2:18])[CH:14]=2)[CH2:12][CH2:11]1.C(N(C(C)C)CC)(C)C. (4) Given the product [Br:24][C:25]1[CH:32]=[CH:31][CH:30]=[CH:29][C:26]=1[CH2:27][O:19][C:12]1[CH:11]=[C:10]([N:7]2[C:6]3[CH:20]=[C:21]([O:22][CH3:23])[C:3]([O:2][CH3:1])=[CH:4][C:5]=3[N:9]=[CH:8]2)[S:14][C:13]=1[C:15]([O:17][CH3:18])=[O:16], predict the reactants needed to synthesize it. The reactants are: [CH3:1][O:2][C:3]1[C:21]([O:22][CH3:23])=[CH:20][C:6]2[N:7]([C:10]3[S:14][C:13]([C:15]([O:17][CH3:18])=[O:16])=[C:12]([OH:19])[CH:11]=3)[CH:8]=[N:9][C:5]=2[CH:4]=1.[Br:24][C:25]1[CH:32]=[CH:31][CH:30]=[CH:29][C:26]=1[CH2:27]Br. (5) Given the product [F:43][CH2:42][CH2:41][O:40][C:37]1[CH:38]=[CH:39][C:34]([C:32]([OH:33])=[O:31])=[N:35][CH:36]=1, predict the reactants needed to synthesize it. The reactants are: C1(COC2C=CC(C(O)=O)=NC=2)CC1.COC(C1C=CC(O)=CN=1)=O.BrCCF.C[O:31][C:32]([C:34]1[CH:39]=[CH:38][C:37]([O:40][CH2:41][CH2:42][F:43])=[CH:36][N:35]=1)=[O:33]. (6) Given the product [I:12][C:9]1[CH:8]=[C:3]2[C:2](=[CH:11][CH:10]=1)[N:1]=[CH:13][NH:15][C:4]2=[O:5], predict the reactants needed to synthesize it. The reactants are: [NH2:1][C:2]1[CH:11]=[CH:10][C:9]([I:12])=[CH:8][C:3]=1[C:4](OC)=[O:5].[CH:13]([NH2:15])=O.